This data is from Peptide-MHC class I binding affinity with 185,985 pairs from IEDB/IMGT. The task is: Regression. Given a peptide amino acid sequence and an MHC pseudo amino acid sequence, predict their binding affinity value. This is MHC class I binding data. (1) The peptide sequence is FLLPSLATV. The MHC is HLA-A02:06 with pseudo-sequence HLA-A02:06. The binding affinity (normalized) is 1.00. (2) The peptide sequence is QYSDRRWCF. The MHC is HLA-A23:01 with pseudo-sequence HLA-A23:01. The binding affinity (normalized) is 0.805. (3) The MHC is H-2-Kb with pseudo-sequence H-2-Kb. The binding affinity (normalized) is 0. The peptide sequence is NSLISDQLL. (4) The peptide sequence is NRDVSFQDL. The MHC is HLA-A25:01 with pseudo-sequence HLA-A25:01. The binding affinity (normalized) is 0.0847. (5) The peptide sequence is NIISYIILFI. The MHC is HLA-A02:03 with pseudo-sequence HLA-A02:03. The binding affinity (normalized) is 0.548. (6) The peptide sequence is GMSWITQGL. The MHC is HLA-B46:01 with pseudo-sequence HLA-B46:01. The binding affinity (normalized) is 0.0847. (7) The peptide sequence is KGAGTGGLGL. The MHC is Mamu-B3901 with pseudo-sequence Mamu-B3901. The binding affinity (normalized) is 0.988. (8) The peptide sequence is FMYALSRAF. The MHC is HLA-C04:01 with pseudo-sequence HLA-C04:01. The binding affinity (normalized) is 0.213. (9) The peptide sequence is YVTPRALEL. The MHC is HLA-A02:12 with pseudo-sequence HLA-A02:12. The binding affinity (normalized) is 0.149.